This data is from Catalyst prediction with 721,799 reactions and 888 catalyst types from USPTO. The task is: Predict which catalyst facilitates the given reaction. (1) Reactant: I[CH2:2][CH2:3][O:4][CH2:5][CH2:6][O:7][CH2:8][CH2:9][O:10][C:11]1[CH:20]=[C:19]2[C:14]([CH:15]=[CH:16][C:17](=[O:21])[O:18]2)=[CH:13][CH:12]=1.[N-:22]=[N+:23]=[N-:24].[Na+]. Product: [N:22]([CH2:2][CH2:3][O:4][CH2:5][CH2:6][O:7][CH2:8][CH2:9][O:10][C:11]1[CH:20]=[C:19]2[C:14]([CH:15]=[CH:16][C:17](=[O:21])[O:18]2)=[CH:13][CH:12]=1)=[N+:23]=[N-:24]. The catalyst class is: 6. (2) Reactant: [CH2:1]([O:8][C:9]1[CH:28]=[C:27]([O:29][CH2:30][C:31]2[CH:36]=[CH:35][CH:34]=[CH:33][CH:32]=2)[C:26]([CH:37]([CH3:39])[CH3:38])=[CH:25][C:10]=1[C:11]([N:13]1[CH2:21][C:20]2[C:15](=[CH:16][CH:17]=[C:18]([C:22]([OH:24])=O)[CH:19]=2)[CH2:14]1)=[O:12])C1C=CC=CC=1.C(Cl)CCl.[CH:44]1[CH:45]=[CH:46][C:47]2N(O)N=N[C:48]=2[CH:49]=1.CCN(CC)CC.Cl.[CH3:62][NH:63][O:64][CH3:65]. Product: [CH3:65][O:64][N:63]([CH3:62])[C:22]([C:18]1[CH:19]=[C:20]2[C:15](=[CH:16][CH:17]=1)[CH2:14][N:13]([C:11](=[O:12])[C:10]1[CH:25]=[C:26]([CH:37]([CH3:39])[CH3:38])[C:27]([O:29][CH2:30][C:31]3[CH:32]=[CH:33][CH:34]=[CH:35][CH:36]=3)=[CH:28][C:9]=1[O:8][CH2:1][C:49]1[CH:44]=[CH:45][CH:46]=[CH:47][CH:48]=1)[CH2:21]2)=[O:24]. The catalyst class is: 3. (3) Reactant: Br[C:2]1[N:3]([C:26]2[CH:27]=[N:28][N:29]([CH2:31][CH2:32][CH3:33])[CH:30]=2)[C:4]2[C:9]([C:10]=1[S:11][C:12]1[C:13]([F:23])=[C:14]([CH:20]=[CH:21][CH:22]=1)[C:15]([O:17][CH2:18][CH3:19])=[O:16])=[CH:8][CH:7]=[C:6]([Cl:24])[C:5]=2[F:25].[CH:34]1(B(O)O)[CH2:36][CH2:35]1.CC([O-])=O.[K+]. Product: [Cl:24][C:6]1[C:5]([F:25])=[C:4]2[C:9]([C:10]([S:11][C:12]3[C:13]([F:23])=[C:14]([CH:20]=[CH:21][CH:22]=3)[C:15]([O:17][CH2:18][CH3:19])=[O:16])=[C:2]([CH:34]3[CH2:36][CH2:35]3)[N:3]2[C:26]2[CH:27]=[N:28][N:29]([CH2:31][CH2:32][CH3:33])[CH:30]=2)=[CH:8][CH:7]=1. The catalyst class is: 622.